This data is from Reaction yield outcomes from USPTO patents with 853,638 reactions. The task is: Predict the reaction yield, written as a fraction of the theoretical maximum amount of product (1.0 means a 100% yield; for example, 0.34 means a 34% yield). The reactants are [F:1][CH:2]([F:37])[C:3]1[CH:12]=[C:11]2[C:6]([CH2:7][CH2:8][CH2:9][N:10]2[C:13]2[C:17]3[CH2:18][NH:19][CH2:20][CH2:21][C:16]=3[N:15]([CH:22]3[CH2:27][CH2:26][S:25](=[O:29])(=[O:28])[CH2:24][CH2:23]3)[N:14]=2)=[CH:5][C:4]=1[C:30]1[CH:31]=[N:32][N:33]([CH3:36])[C:34]=1[CH3:35].C(N(CC)CC)C.[C:45](OC(=O)C)(=[O:47])[CH3:46].O. The catalyst is C(Cl)Cl. The product is [F:37][CH:2]([F:1])[C:3]1[CH:12]=[C:11]2[C:6]([CH2:7][CH2:8][CH2:9][N:10]2[C:13]2[C:17]3[CH2:18][N:19]([C:45](=[O:47])[CH3:46])[CH2:20][CH2:21][C:16]=3[N:15]([CH:22]3[CH2:27][CH2:26][S:25](=[O:29])(=[O:28])[CH2:24][CH2:23]3)[N:14]=2)=[CH:5][C:4]=1[C:30]1[CH:31]=[N:32][N:33]([CH3:36])[C:34]=1[CH3:35]. The yield is 0.140.